This data is from Catalyst prediction with 721,799 reactions and 888 catalyst types from USPTO. The task is: Predict which catalyst facilitates the given reaction. (1) Reactant: [C:1]1([S:7]([N:10]2[CH2:14][CH:13]3[O:15][C:12]3=[CH:11]2)(=[O:9])=[O:8])[CH:6]=[CH:5][CH:4]=[CH:3][CH:2]=1.[CH2:16]1[C:25]2[C:20](=[CH:21][CH:22]=[CH:23][CH:24]=2)[CH2:19][CH2:18][NH:17]1. Product: [CH2:16]1[C:25]2[C:20](=[CH:21][CH:22]=[CH:23][CH:24]=2)[CH2:19][CH2:18][N:17]1[CH:14]1[CH:13]([OH:15])[CH2:12][CH2:11][N:10]1[S:7]([C:1]1[CH:2]=[CH:3][CH:4]=[CH:5][CH:6]=1)(=[O:8])=[O:9]. The catalyst class is: 10. (2) Reactant: [C:1]1([C:25]2[CH:30]=[CH:29][CH:28]=[CH:27][CH:26]=2)[CH:6]=[CH:5][C:4]([CH2:7][C@@H:8]([NH:17][C:18]([C:20]2[NH:21][N:22]=[N:23][CH:24]=2)=[O:19])[CH2:9][C@:10]([CH2:15][OH:16])([CH3:14])[C:11]([OH:13])=[O:12])=[CH:3][CH:2]=1.CCN=C=NCCCN(C)C.C1C=CC2N(O)N=NC=2C=1.O[CH2:53][C:54]1[O:55][C:56](=[O:60])[O:57][C:58]=1[CH3:59].CN1CCOCC1. Product: [CH3:59][C:58]1[O:57][C:56](=[O:60])[O:55][C:54]=1[CH2:53][O:12][C:11](=[O:13])[C@@:10]([CH2:15][OH:16])([CH3:14])[CH2:9][C@H:8]([NH:17][C:18]([C:20]1[NH:21][N:22]=[N:23][CH:24]=1)=[O:19])[CH2:7][C:4]1[CH:5]=[CH:6][C:1]([C:25]2[CH:30]=[CH:29][CH:28]=[CH:27][CH:26]=2)=[CH:2][CH:3]=1. The catalyst class is: 585. (3) Reactant: [Cl:1][C:2]1[CH:7]=[CH:6][CH:5]=[C:4]([Cl:8])[C:3]=1[N:9]1[CH:13]=[CH:12][C:11]([NH2:14])=[N:10]1.C(N(CC)CC)C.[I:22][C:23]1[CH:31]=[CH:30][CH:29]=[CH:28][C:24]=1[C:25](Cl)=[O:26]. Product: [Cl:8][C:4]1[CH:5]=[CH:6][CH:7]=[C:2]([Cl:1])[C:3]=1[N:9]1[CH:13]=[CH:12][C:11]([NH:14][C:25](=[O:26])[C:24]2[CH:28]=[CH:29][CH:30]=[CH:31][C:23]=2[I:22])=[N:10]1. The catalyst class is: 4. (4) Reactant: Cl.[S:2]([N:12]1[C:16]2=[N:17][CH:18]=[C:19]([CH2:21][NH2:22])[N:20]=[C:15]2[CH:14]=[CH:13]1)([C:5]1[CH:11]=[CH:10][C:8]([CH3:9])=[CH:7][CH:6]=1)(=[O:4])=[O:3].[C:23]([O:27][C:28]([N:30]1[CH2:35][CH2:34][C@@H:33]([CH3:36])[C@@H:32]([C:37](O)=[O:38])[CH2:31]1)=[O:29])([CH3:26])([CH3:25])[CH3:24].CN(C(ON1N=NC2C=CC=NC1=2)=[N+](C)C)C.F[P-](F)(F)(F)(F)F.CCN(C(C)C)C(C)C. Product: [C:23]([O:27][C:28]([N:30]1[CH2:35][CH2:34][C@@H:33]([CH3:36])[C@@H:32]([C:37](=[O:38])[NH:22][CH2:21][C:19]2[N:20]=[C:15]3[CH:14]=[CH:13][N:12]([S:2]([C:5]4[CH:6]=[CH:7][C:8]([CH3:9])=[CH:10][CH:11]=4)(=[O:3])=[O:4])[C:16]3=[N:17][CH:18]=2)[CH2:31]1)=[O:29])([CH3:25])([CH3:26])[CH3:24]. The catalyst class is: 2. (5) Product: [CH3:3][C:4]1[O:8][CH:7]=[C:6](/[CH:9]=[C:10](/[C@H:12]2[O:30][C:28](=[O:29])[CH2:27][C@H:26]([OH:31])[C:25]([CH3:33])([CH3:32])[C:23](=[O:24])[C@H:22]([CH3:34])[C@@H:21]([OH:35])[C@@H:20]([CH3:36])[CH2:19][CH2:18][CH2:17][C:15]([CH3:37])=[CH:14][CH2:13]2)\[CH3:11])[N:5]=1. The catalyst class is: 5. Reactant: [K+].[Br-].[CH3:3][C:4]1[O:8][CH:7]=[C:6](/[CH:9]=[C:10](/[C@H:12]2[O:30][C:28](=[O:29])[CH2:27][C@H:26]([OH:31])[C:25]([CH3:33])([CH3:32])[C:23](=[O:24])[C@H:22]([CH3:34])[C@@H:21]([OH:35])[C@@H:20]([CH3:36])[CH2:19][CH2:18][CH2:17][C@@:15]3([CH3:37])O[C@H:14]3[CH2:13]2)\[CH3:11])[N:5]=1.CCC1SC=C(/C=C(/[C@H]2OC(=O)C[C@H](O)C(C)(C)C(=O)[C@H](C)[C@@H](O)[C@@H](C)CCC[C@H]3O[C@H]3C2)\C)N=1.CC1SC=C(/C=C(/[C@H]2OC(=O)C[C@H](O)[C@@H](C)C(=O)[C@H](C)[C@@H](O)[C@@H](C)CCC[C@H]3O[C@H]3C2)\C)N=1.CC1OC=C(/C=C(/[C@H]2OC(=O)C[C@H](O)C(C)(C)C(=O)[C@H](C)[C@@H](O)[C@@H](C)CCC[C@H]3O[C@H]3C2)\C)N=1.